From a dataset of Forward reaction prediction with 1.9M reactions from USPTO patents (1976-2016). Predict the product of the given reaction. (1) Given the reactants [Cl:1][C:2]1[CH:3]=[CH:4][C:5]([N:8]2[CH:16]([OH:17])[C:15]3[C:10](=[N:11][CH:12]=[CH:13][N:14]=3)[C:9]2=[O:18])=[N:6][CH:7]=1.[H-].[Na+].[CH3:21][N:22]([CH3:25])[CH:23]=[O:24], predict the reaction product. The product is: [CH3:5][N:8]1[CH2:16][CH2:25][N:22]([C:23]([O:18][CH:9]2[N:8]([C:5]3[CH:4]=[CH:3][C:2]([Cl:1])=[CH:7][N:6]=3)[C:16](=[O:17])[C:15]3[N:14]=[CH:13][CH:12]=[N:11][C:10]2=3)=[O:24])[CH2:21][CH2:9]1. (2) Given the reactants [N+:1]([C:4]1[C:5]([CH:14]=[O:15])=[CH:6][CH:7]=[C:8]2[C:13]=1[N:12]=[CH:11][CH:10]=[CH:9]2)([O-:3])=[O:2].[F:16][C:17]1[CH:22]=[CH:21][C:20]([Mg]Br)=[C:19]([CH3:25])[CH:18]=1, predict the reaction product. The product is: [F:16][C:17]1[CH:22]=[CH:21][C:20]([CH:14]([C:5]2[C:4]([N+:1]([O-:3])=[O:2])=[C:13]3[C:8]([CH:9]=[CH:10][CH:11]=[N:12]3)=[CH:7][CH:6]=2)[OH:15])=[C:19]([CH3:25])[CH:18]=1. (3) Given the reactants [CH3:1][C:2]1[N:6]2[C:7]3[CH:13]=[CH:12][N:11]([Si:14]([CH:21]([CH3:23])[CH3:22])([CH:18]([CH3:20])[CH3:19])[CH:15]([CH3:17])[CH3:16])[C:8]=3[N:9]=[CH:10][C:5]2=[C:4]([C:24]2[CH:29]=[CH:28][C:27]([C:30]([OH:33])([CH3:32])[CH3:31])=[CH:26][CH:25]=2)[N:3]=1.C1C(=O)N([Br:41])C(=O)C1, predict the reaction product. The product is: [Br:41][C:13]1[C:7]2[N:6]3[C:2]([CH3:1])=[N:3][C:4]([C:24]4[CH:25]=[CH:26][C:27]([C:30]([OH:33])([CH3:31])[CH3:32])=[CH:28][CH:29]=4)=[C:5]3[CH:10]=[N:9][C:8]=2[N:11]([Si:14]([CH:21]([CH3:23])[CH3:22])([CH:18]([CH3:20])[CH3:19])[CH:15]([CH3:16])[CH3:17])[CH:12]=1. (4) Given the reactants [Br:1][C:2]1[CH:7]=[CH:6][C:5]([C@:8]([CH:13]2[CH2:15][CH2:14]2)([CH3:12])[CH:9]=[N:10][OH:11])=[CH:4][CH:3]=1.Cl.COC1CCCC1.Cl[N:25]1C(=O)CCC1=O.[OH-].[NH4+], predict the reaction product. The product is: [Br:1][C:2]1[CH:3]=[CH:4][C:5]([C@:8]([CH:13]2[CH2:14][CH2:15]2)([CH3:12])[C:9](=[N:10][OH:11])[NH2:25])=[CH:6][CH:7]=1. (5) Given the reactants [NH:1]1[CH2:6][CH2:5][CH2:4][CH2:3][C@@H:2]1[CH2:7][O:8][C:9]1[C:17]2[C:16]3[CH:18]=[C:19]([C:22]#[N:23])[N:20]=[CH:21][C:15]=3[N:14](COCC[Si](C)(C)C)[C:13]=2[N:12]=[CH:11][CH:10]=1.Br.[OH-].[Na+].Cl, predict the reaction product. The product is: [NH:1]1[CH2:6][CH2:5][CH2:4][CH2:3][C@@H:2]1[CH2:7][O:8][C:9]1[C:17]2[C:16]3[CH:18]=[C:19]([C:22]#[N:23])[N:20]=[CH:21][C:15]=3[NH:14][C:13]=2[N:12]=[CH:11][CH:10]=1. (6) Given the reactants [C:1]([CH:3]1[CH2:8][O:7][CH2:6][CH2:5][N:4]1[C:9]([O:11][C:12]([CH3:15])([CH3:14])[CH3:13])=[O:10])#[N:2], predict the reaction product. The product is: [NH2:2][CH2:1][CH:3]1[CH2:8][O:7][CH2:6][CH2:5][N:4]1[C:9]([O:11][C:12]([CH3:15])([CH3:14])[CH3:13])=[O:10]. (7) Given the reactants [H-].[Na+].C([N-]C(C)C)(C)C.[Li+].C([O:13][C:14]([C:16]1[C:20]([C:21]2[CH:26]=[C:25]([CH3:27])[CH:24]=[C:23]([CH3:28])[CH:22]=2)=[CH:19][S:18][C:17]=1[NH:29][C:30](=[O:34])[CH2:31][C:32]#[N:33])=O)C, predict the reaction product. The product is: [CH3:27][C:25]1[CH:26]=[C:21]([C:20]2[C:16]3[C:14]([OH:13])=[C:31]([C:32]#[N:33])[C:30](=[O:34])[NH:29][C:17]=3[S:18][CH:19]=2)[CH:22]=[C:23]([CH3:28])[CH:24]=1. (8) Given the reactants [C:1]([O:4][CH2:5][O:6][C:7](=[O:28])[C:8]([NH:19][NH:20]C(OC(C)(C)C)=O)([CH3:18])[CH2:9][C:10]1[CH:15]=[CH:14][C:13]([OH:16])=[C:12]([OH:17])[CH:11]=1)(=[O:3])[CH3:2].Cl[C:30]([O:32][CH2:33][CH3:34])=[O:31], predict the reaction product. The product is: [C:1]([O:4][CH2:5][O:6][C:7](=[O:28])[C:8]([NH:19][NH2:20])([CH3:18])[CH2:9][C:10]1[CH:15]=[CH:14][C:13]([O:16][C:30]([O:32][CH2:33][CH3:34])=[O:31])=[C:12]([O:17][C:5]([O:4][CH2:1][CH3:2])=[O:6])[CH:11]=1)(=[O:3])[CH3:2].